This data is from Catalyst prediction with 721,799 reactions and 888 catalyst types from USPTO. The task is: Predict which catalyst facilitates the given reaction. (1) Reactant: C([O:3][C:4]([CH:6]1[O:10][C:9]2[CH:11]=[CH:12][C:13]([CH2:15][CH:16]([N:18]([C:20]([O:22][C:23]([CH3:26])([CH3:25])[CH3:24])=[O:21])[CH3:19])[CH3:17])=[CH:14][C:8]=2[O:7]1)=[O:5])C.O.O.[OH-].[Li+]. Product: [C:23]([O:22][C:20]([N:18]([CH3:19])[CH:16]([CH3:17])[CH2:15][C:13]1[CH:12]=[CH:11][C:9]2[O:10][CH:6]([C:4]([OH:5])=[O:3])[O:7][C:8]=2[CH:14]=1)=[O:21])([CH3:25])([CH3:26])[CH3:24]. The catalyst class is: 36. (2) Reactant: [C:1]([NH:6][C:7]1[NH:8][C:9](=[O:22])[C:10]2[N:11]=[CH:12][N:13]([CH2:16][C:17]([O:19]CC)=[O:18])[C:14]=2[N:15]=1)(=[O:5])[CH:2]([CH3:4])[CH3:3].[OH-].[Na+].Cl. Product: [C:1]([NH:6][C:7]1[NH:8][C:9](=[O:22])[C:10]2[N:11]=[CH:12][N:13]([CH2:16][C:17]([OH:19])=[O:18])[C:14]=2[N:15]=1)(=[O:5])[CH:2]([CH3:4])[CH3:3]. The catalyst class is: 6. (3) Reactant: [CH:1]1([CH:7]([C:9]2[CH:13]=[C:12]([C:14]3[CH:19]=[CH:18][C:17]([C:20]([F:23])([F:22])[F:21])=[CH:16][CH:15]=3)[S:11][C:10]=2[CH3:24])O)[CH2:6][CH2:5][CH2:4][CH2:3][CH2:2]1.S(Cl)([Cl:27])=O.C(=O)([O-])O.[Na+]. Product: [Cl:27][CH:7]([CH:1]1[CH2:6][CH2:5][CH2:4][CH2:3][CH2:2]1)[C:9]1[CH:13]=[C:12]([C:14]2[CH:19]=[CH:18][C:17]([C:20]([F:23])([F:22])[F:21])=[CH:16][CH:15]=2)[S:11][C:10]=1[CH3:24]. The catalyst class is: 11. (4) Reactant: N#N.[CH2:3]([O:5][C:6]([C:8]1[O:9][C:10]([N+]([O-])=O)=[CH:11][CH:12]=1)=[O:7])[CH3:4].[CH3:16][S-:17].[Na+].[NH4+].[Cl-]. Product: [CH2:3]([O:5][C:6]([C:8]1[O:9][C:10]([S:17][CH3:16])=[CH:11][CH:12]=1)=[O:7])[CH3:4]. The catalyst class is: 16. (5) Reactant: [Cl:1][C:2]1[CH:7]=[C:6]2[NH:8][C:9](=[O:38])[C:10]3([CH:15]([C:16]4[CH:21]=[C:20]([Cl:22])[CH:19]=[CH:18][C:17]=4[O:23][C:24]([CH3:28])([CH3:27])[CH2:25][OH:26])[CH2:14][C:13](=[O:29])[NH:12][CH:11]3[C:30]3[CH:35]=[C:34]([F:36])[CH:33]=[CH:32][C:31]=3[CH3:37])[C:5]2=[CH:4][CH:3]=1.CCN=C=[N:43][CH2:44][CH2:45][CH2:46][N:47]([CH3:49])[CH3:48].Cl.C1C=CC2N(O)N=NC=2C=1.CCN(C(C)C)C(C)C.CN(C)CCCN. Product: [Cl:1][C:2]1[CH:7]=[C:6]2[NH:8][C:9](=[O:38])[C:10]3([CH:15]([C:16]4[CH:21]=[C:20]([Cl:22])[CH:19]=[CH:18][C:17]=4[O:23][C:24]([C:25](=[O:26])[NH:43][CH2:44][CH2:45][CH2:46][N:47]([CH3:49])[CH3:48])([CH3:28])[CH3:27])[CH2:14][C:13](=[O:29])[NH:12][CH:11]3[C:30]3[CH:35]=[C:34]([F:36])[CH:33]=[CH:32][C:31]=3[CH3:37])[C:5]2=[CH:4][CH:3]=1. The catalyst class is: 1. (6) Reactant: [NH2:1][C:2]1[CH:3]=[CH:4][C:5]([Cl:11])=[C:6]([CH:10]=1)[C:7]([OH:9])=[O:8].[O:12]1[CH:16]=[CH:15][CH:14]=[C:13]1[C:17](Cl)=[O:18]. Product: [Cl:11][C:5]1[CH:4]=[CH:3][C:2]([NH:1][C:17]([C:13]2[O:12][CH:16]=[CH:15][CH:14]=2)=[O:18])=[CH:10][C:6]=1[C:7]([OH:9])=[O:8]. The catalyst class is: 7. (7) Reactant: [CH:1]1([C:4]2[CH:5]=[C:6]([C:25]([O:27]CC)=[O:26])[C:7](=[O:24])[N:8]3[C:13]=2[C:12]([CH3:14])=[C:11]([C:15]2[CH:20]=[C:19]([CH3:21])[C:18]([NH2:22])=[CH:17][C:16]=2[Cl:23])[CH:10]=[CH:9]3)[CH2:3][CH2:2]1.[Li+].[OH-].Cl.C(OCC)(=O)C. Product: [CH:1]1([C:4]2[CH:5]=[C:6]([C:25]([OH:27])=[O:26])[C:7](=[O:24])[N:8]3[C:13]=2[C:12]([CH3:14])=[C:11]([C:15]2[CH:20]=[C:19]([CH3:21])[C:18]([NH2:22])=[CH:17][C:16]=2[Cl:23])[CH:10]=[CH:9]3)[CH2:3][CH2:2]1. The catalyst class is: 20. (8) Reactant: [C:1]([O:5][C:6](=[O:21])[N:7]([CH2:9][CH2:10][C@H:11]1[CH2:16][CH2:15][C@H:14]([CH2:17][CH2:18][CH2:19][OH:20])[CH2:13][CH2:12]1)[CH3:8])([CH3:4])([CH3:3])[CH3:2].[CH3:22][S:23](Cl)(=[O:25])=[O:24].C(N(CC)CC)C. Product: [C:1]([O:5][C:6]([N:7]([CH3:8])[CH2:9][CH2:10][C@H:11]1[CH2:12][CH2:13][C@H:14]([CH2:17][CH2:18][CH2:19][O:20][S:23]([CH3:22])(=[O:25])=[O:24])[CH2:15][CH2:16]1)=[O:21])([CH3:3])([CH3:2])[CH3:4]. The catalyst class is: 4. (9) The catalyst class is: 6. Product: [CH3:20][C:21]1[N:22]=[C:23]([C:29]2[CH:34]=[CH:33][CH:32]=[CH:31][CH:30]=2)[S:24][C:25]=1[C:26]([O:10][CH2:11][CH2:12][CH2:13][CH2:14][C:15]([CH3:19])=[C:16]([F:17])[F:18])=[O:27]. Reactant: CN(C)C=O.CS([O:10][CH2:11][CH2:12][CH2:13][CH2:14][C:15]([CH3:19])=[C:16]([F:18])[F:17])(=O)=O.[CH3:20][C:21]1[N:22]=[C:23]([C:29]2[CH:34]=[CH:33][CH:32]=[CH:31][CH:30]=2)[S:24][C:25]=1[C:26](O)=[O:27].C(=O)([O-])O.[Na+].